From a dataset of Forward reaction prediction with 1.9M reactions from USPTO patents (1976-2016). Predict the product of the given reaction. (1) Given the reactants C(O[C:6]([N:8]1[CH2:13][CH2:12][O:11][CH2:10][C@@H:9]1[C:14]1[N:18]2[CH:19]=[C:20]([F:23])[CH:21]=[CH:22][C:17]2=[N:16][N:15]=1)=O)(C)(C)C.C(O)(C(F)(F)F)=O.C=O.C(O[BH-](OC(=O)C)OC(=O)C)(=O)C.[Na+], predict the reaction product. The product is: [F:23][C:20]1[CH:21]=[CH:22][C:17]2[N:18]([C:14]([C@H:9]3[CH2:10][O:11][CH2:12][CH2:13][N:8]3[CH3:6])=[N:15][N:16]=2)[CH:19]=1. (2) Given the reactants C([Li])CCC.[O:6]1[CH2:11][CH2:10][CH2:9][CH2:8][CH:7]1[O:12][C:13]1[CH:18]=[CH:17][C:16]([C:19]([F:22])([F:21])[F:20])=[CH:15][CH:14]=1.[I:23]I, predict the reaction product. The product is: [O:6]1[CH2:11][CH2:10][CH2:9][CH2:8][CH:7]1[O:12][C:13]1[CH:18]=[CH:17][C:16]([C:19]([F:20])([F:21])[F:22])=[CH:15][C:14]=1[I:23]. (3) Given the reactants [C:1]1([C:7]2[N:8]([NH2:18])[C:9]([C:12]3[CH:17]=[CH:16][CH:15]=[CH:14][CH:13]=3)=[CH:10][CH:11]=2)[CH:6]=[CH:5][CH:4]=[CH:3][CH:2]=1.[CH3:19][C:20](=O)[C:21](=O)[CH3:22].[C:25]1([CH3:35])[CH:30]=[CH:29][C:28](S(O)(=O)=O)=[CH:27][CH:26]=1, predict the reaction product. The product is: [C:12]1([C:9]2[N:8]([N:18]=[C:20]([C:21](=[N:18][N:8]3[C:35]([C:25]4[CH:30]=[CH:29][CH:28]=[CH:27][CH:26]=4)=[CH:10][CH:11]=[C:7]3[C:1]3[CH:6]=[CH:5][CH:4]=[CH:3][CH:2]=3)[CH3:22])[CH3:19])[C:7]([C:1]3[CH:6]=[CH:5][CH:4]=[CH:3][CH:2]=3)=[CH:11][CH:10]=2)[CH:13]=[CH:14][CH:15]=[CH:16][CH:17]=1. (4) The product is: [C:20]([C:23]1[C:24]([NH:25][C:17]([C:15]2[N:16]=[C:12]([CH:6]3[CH2:7][CH2:8][CH2:9][CH2:10][CH2:11]3)[S:13][CH:14]=2)=[O:19])=[C:26]([CH3:32])[C:27]([O:30][CH3:31])=[CH:28][CH:29]=1)(=[O:22])[CH3:21]. Given the reactants O=P(Cl)(Cl)Cl.[CH:6]1([C:12]2[S:13][CH:14]=[C:15]([C:17]([OH:19])=O)[N:16]=2)[CH2:11][CH2:10][CH2:9][CH2:8][CH2:7]1.[C:20]([C:23]1[CH:29]=[CH:28][C:27]([O:30][CH3:31])=[C:26]([CH3:32])[C:24]=1[NH2:25])(=[O:22])[CH3:21], predict the reaction product. (5) Given the reactants [CH3:1][O:2][C:3]1[CH:4]=[C:5]([S:13](Cl)(=[O:15])=[O:14])[CH:6]=[C:7]([O:11][CH3:12])[C:8]=1[O:9][CH3:10].[OH:17][C:18]1[CH:19]=[C:20]([CH:22]=[CH:23][C:24]=1[O:25][CH3:26])[NH2:21], predict the reaction product. The product is: [OH:17][C:18]1[CH:19]=[C:20]([NH:21][S:13]([C:5]2[CH:4]=[C:3]([O:2][CH3:1])[C:8]([O:9][CH3:10])=[C:7]([O:11][CH3:12])[CH:6]=2)(=[O:15])=[O:14])[CH:22]=[CH:23][C:24]=1[O:25][CH3:26]. (6) Given the reactants [CH3:1][N:2]1[C:6]([C:7](Cl)=[O:8])=[C:5]([C:10]([F:13])([F:12])[F:11])[C:4]([C:14]([F:20])([F:19])[C:15]([F:18])([F:17])[F:16])=[N:3]1.[NH2:21][C:22]1[CH:23]=[CH:24][C:25]([Cl:32])=[C:26]([CH:31]=1)[C:27]([O:29][CH3:30])=[O:28], predict the reaction product. The product is: [Cl:32][C:25]1[CH:24]=[CH:23][C:22]([NH:21][C:7]([C:6]2[N:2]([CH3:1])[N:3]=[C:4]([C:14]([F:19])([F:20])[C:15]([F:17])([F:18])[F:16])[C:5]=2[C:10]([F:12])([F:13])[F:11])=[O:8])=[CH:31][C:26]=1[C:27]([O:29][CH3:30])=[O:28]. (7) Given the reactants [Br:1][C:2]1[CH:3]=[C:4](/[CH:9]=[CH:10]/[C:11]([NH:13][C:14]2([C:20]([NH:22][CH2:23][CH2:24][C:25]3[C:33]4[C:28](=[CH:29][CH:30]=[C:31]([F:34])[CH:32]=4)[NH:27][CH:26]=3)=[O:21])[CH2:19]CN[CH2:16][CH2:15]2)=[O:12])[CH:5]=[CH:6][C:7]=1[F:8].C[Si]([N:39]=[C:40]=[O:41])(C)C.[CH3:42][CH:43](O)C, predict the reaction product. The product is: [Br:1][C:2]1[CH:3]=[C:4](/[CH:9]=[CH:10]/[C:11]([NH:13][C:14]2([C:20]([NH:22][CH2:23][CH2:24][C:25]3[C:33]4[C:28](=[CH:29][CH:30]=[C:31]([F:34])[CH:32]=4)[NH:27][CH:26]=3)=[O:21])[CH2:19][CH2:43][CH:42]([C:40]([NH2:39])=[O:41])[CH2:16][CH2:15]2)=[O:12])[CH:5]=[CH:6][C:7]=1[F:8]. (8) Given the reactants [N+:1]([C:4]1[CH:5]=[C:6]2[C:10](=[CH:11][CH:12]=1)[NH:9][N:8]=[CH:7]2)([O-:3])=[O:2].C([O-])([O-])=O.[K+].[K+].[C:19]1([CH2:25]Br)[CH:24]=[CH:23][CH:22]=[CH:21][CH:20]=1.O, predict the reaction product. The product is: [CH2:25]([N:9]1[C:10]2[C:6](=[CH:5][C:4]([N+:1]([O-:3])=[O:2])=[CH:12][CH:11]=2)[CH:7]=[N:8]1)[C:19]1[CH:24]=[CH:23][CH:22]=[CH:21][CH:20]=1.[CH2:25]([N:8]1[CH:7]=[C:6]2[C:10]([CH:11]=[CH:12][C:4]([N+:1]([O-:3])=[O:2])=[CH:5]2)=[N:9]1)[C:19]1[CH:24]=[CH:23][CH:22]=[CH:21][CH:20]=1. (9) Given the reactants [NH2:1][C:2]1[C:7]([NH2:8])=[CH:6][CH:5]=[CH:4][N:3]=1.[CH2:9]([O:11][C:12](OCC)(OCC)OCC)[CH3:10], predict the reaction product. The product is: [CH2:9]([O:11][C:12]1[NH:1][C:2]2=[N:3][CH:4]=[CH:5][CH:6]=[C:7]2[N:8]=1)[CH3:10].